This data is from Catalyst prediction with 721,799 reactions and 888 catalyst types from USPTO. The task is: Predict which catalyst facilitates the given reaction. (1) Reactant: FC(F)(F)S(O[C:7]1[CH:12]=[C:11]([Cl:13])[C:10]([CH2:14][CH:15]2[CH2:19][CH2:18][N:17]([CH:20]3[CH2:25][CH2:24][CH2:23][CH2:22][CH2:21]3)[C:16]2=[O:26])=[C:9]([Cl:27])[CH:8]=1)(=O)=O.[C:30]([C:32]1[CH:33]=[C:34](B(O)O)[CH:35]=[CH:36][C:37]=1[F:38])#[N:31].C(=O)([O-])[O-].[Na+].[Na+].O. Product: [Cl:13][C:11]1[CH:12]=[C:7]([C:34]2[CH:35]=[CH:36][C:37]([F:38])=[C:32]([C:30]#[N:31])[CH:33]=2)[CH:8]=[C:9]([Cl:27])[C:10]=1[CH2:14][CH:15]1[CH2:19][CH2:18][N:17]([CH:20]2[CH2:21][CH2:22][CH2:23][CH2:24][CH2:25]2)[C:16]1=[O:26]. The catalyst class is: 176. (2) Reactant: Cl[C:2]1[C:3](=[O:14])[C:4]2[C:9]([C:10](=[O:13])[C:11]=1Cl)=[CH:8][CH:7]=[CH:6][CH:5]=2.C([O-])([O-])=O.[K+].[K+].[CH3:21][NH:22][C:23]([NH2:25])=[S:24]. Product: [CH3:21][NH:22][C:23]1[S:24][C:11]2[C:10](=[O:13])[C:9]3[CH:8]=[CH:7][CH:6]=[CH:5][C:4]=3[C:3](=[O:14])[C:2]=2[N:25]=1. The catalyst class is: 32. (3) Reactant: [O:1]1[CH:5]=[CH:4][C:3]([C:6]([NH:8][C:9]2[CH:10]=[CH:11][C:12]([CH3:24])=[C:13]([C:15]3[CH:20]=[CH:19][C:18]([C:21]([OH:23])=O)=[CH:17][CH:16]=3)[CH:14]=2)=[O:7])=[CH:2]1.[OH:25][CH2:26][CH2:27][NH2:28].CN(C(ON1N=NC2C=CC=NC1=2)=[N+](C)C)C.F[P-](F)(F)(F)(F)F.C1C=CC2N(O)N=NC=2C=1.CCN(C(C)C)C(C)C. Product: [OH:25][CH2:26][CH2:27][NH:28][C:21]([C:18]1[CH:17]=[CH:16][C:15]([C:13]2[C:12]([CH3:24])=[CH:11][CH:10]=[C:9]([NH:8][C:6]([C:3]3[CH:4]=[CH:5][O:1][CH:2]=3)=[O:7])[CH:14]=2)=[CH:20][CH:19]=1)=[O:23]. The catalyst class is: 39. (4) Reactant: [H-].[Na+].[F:3][C:4]([F:23])([F:22])[C:5]1[CH:6]=[C:7]([C@H:15]2[S:19][C:18](=[O:20])[NH:17][C@H:16]2[CH3:21])[CH:8]=[C:9]([C:11]([F:14])([F:13])[F:12])[CH:10]=1.CS(O[CH2:29][C:30]1[C:35]([Cl:36])=[CH:34][CH:33]=[C:32]([C:37]([F:40])([F:39])[F:38])[N:31]=1)(=O)=O. Product: [F:23][C:4]([F:3])([F:22])[C:5]1[CH:6]=[C:7]([C@H:15]2[S:19][C:18](=[O:20])[N:17]([CH2:29][C:30]3[C:35]([Cl:36])=[CH:34][CH:33]=[C:32]([C:37]([F:39])([F:38])[F:40])[N:31]=3)[C@H:16]2[CH3:21])[CH:8]=[C:9]([C:11]([F:12])([F:13])[F:14])[CH:10]=1. The catalyst class is: 1. (5) Reactant: [C:1]([O:5][C:6]([N:8]1[CH2:13][CH2:12][N:11]([C:14]2[C:19](Cl)=[N:18][CH:17]=[CH:16][N:15]=2)[CH2:10][CH2:9]1)=[O:7])([CH3:4])([CH3:3])[CH3:2].[OH-:21].[Na+].Cl. Product: [C:1]([O:5][C:6]([N:8]1[CH2:13][CH2:12][N:11]([C:14]2[C:19]([OH:21])=[N:18][CH:17]=[CH:16][N:15]=2)[CH2:10][CH2:9]1)=[O:7])([CH3:4])([CH3:3])[CH3:2]. The catalyst class is: 58. (6) Reactant: [CH:1]1([NH:4][C:5]([C:7]2[CH:8]=[C:9]([F:31])[C:10]([CH3:30])=[C:11]([C:13]3[C:14]([C:27](O)=[O:28])=[CH:15][C:16]([C:19]([NH:21][CH2:22][C:23]([CH3:26])([CH3:25])[CH3:24])=[O:20])=[CH:17][CH:18]=3)[CH:12]=2)=[O:6])[CH2:3][CH2:2]1.CN(C(ON1N=NC2C=CC=CC1=2)=[N+](C)C)C.F[P-](F)(F)(F)(F)F.CCN(CC)CC.[F:63][C:64]([F:68])([F:67])[CH2:65][NH2:66]. Product: [CH:1]1([NH:4][C:5]([C:7]2[CH:12]=[C:11]([C:13]3[C:14]([C:27]([NH:66][CH2:65][C:64]([F:68])([F:67])[F:63])=[O:28])=[CH:15][C:16]([C:19]([NH:21][CH2:22][C:23]([CH3:24])([CH3:25])[CH3:26])=[O:20])=[CH:17][CH:18]=3)[C:10]([CH3:30])=[C:9]([F:31])[CH:8]=2)=[O:6])[CH2:2][CH2:3]1. The catalyst class is: 2. (7) Reactant: [Br:1][C:2]1[CH:3]=[C:4]2[C:9](=[CH:10][CH:11]=1)[C:8](=[O:12])[NH:7][C:6](=[O:13])[C:5]2=[CH:14]OC.Cl.Cl.[NH2:19][C:20]1[CH:25]=[C:24]([CH2:26][NH2:27])[CH:23]=[C:22]([OH:28])[C:21]=1[OH:29].CCN(CC)CC.O. Product: [NH2:19][C:20]1[CH:25]=[C:24]([CH:23]=[C:22]([OH:28])[C:21]=1[OH:29])[CH2:26][NH:27]/[CH:14]=[C:5]1\[C:6](=[O:13])[NH:7][C:8](=[O:12])[C:9]2[C:4]\1=[CH:3][C:2]([Br:1])=[CH:11][CH:10]=2. The catalyst class is: 9.